This data is from Full USPTO retrosynthesis dataset with 1.9M reactions from patents (1976-2016). The task is: Predict the reactants needed to synthesize the given product. (1) The reactants are: [Br:1][C:2]1[S:6][C:5]([NH2:7])=[N:4][C:3]=1[C:8]([F:11])([F:10])[F:9].Cl.[N:13]1[CH:18]=[CH:17][CH:16]=[CH:15][C:14]=1[C:19](Cl)=[O:20]. Given the product [Br:1][C:2]1[S:6][C:5]([NH:7][C:19](=[O:20])[C:14]2[CH:15]=[CH:16][CH:17]=[CH:18][N:13]=2)=[N:4][C:3]=1[C:8]([F:11])([F:10])[F:9], predict the reactants needed to synthesize it. (2) The reactants are: [NH2:1][C:2]1[C:3]2[N:4]([C:8]([C@@H:26]3[CH2:30][CH2:29][CH2:28][N:27]3C(OCC3C=CC=CC=3)=O)=[N:9][C:10]=2[C:11]2[CH:16]=[CH:15][C:14]([C:17](=[O:25])[NH:18][C:19]3[CH:24]=[CH:23][CH:22]=[CH:21][N:20]=3)=[CH:13][CH:12]=2)[CH:5]=[CH:6][N:7]=1.Br.C(O)(=O)C. Given the product [NH2:1][C:2]1[C:3]2[N:4]([C:8]([C@@H:26]3[CH2:30][CH2:29][CH2:28][NH:27]3)=[N:9][C:10]=2[C:11]2[CH:16]=[CH:15][C:14]([C:17]([NH:18][C:19]3[CH:24]=[CH:23][CH:22]=[CH:21][N:20]=3)=[O:25])=[CH:13][CH:12]=2)[CH:5]=[CH:6][N:7]=1, predict the reactants needed to synthesize it. (3) Given the product [CH3:18][C:14]1[CH:13]=[C:12]([C:10](=[O:11])[CH2:9][CH:8]([C:5]2[CH:6]=[CH:7][C:2]([C:27]3[O:26][CH:30]=[CH:29][N:28]=3)=[CH:3][CH:4]=2)[C:19]2[CH:24]=[CH:23][CH:22]=[CH:21][C:20]=2[CH3:25])[CH:17]=[CH:16][N:15]=1, predict the reactants needed to synthesize it. The reactants are: Br[C:2]1[CH:7]=[CH:6][C:5]([C@H:8]([C:19]2[CH:24]=[CH:23][CH:22]=[CH:21][C:20]=2[CH3:25])[CH2:9][C:10]([C:12]2[CH:17]=[CH:16][N:15]=[C:14]([CH3:18])[CH:13]=2)=[O:11])=[CH:4][CH:3]=1.[O:26]1[CH:30]=[CH:29][N:28]=[CH:27]1.CC(C)([O-])C.[Li+]. (4) Given the product [Br:15][C:2]1[CH:9]=[CH:8][CH:7]=[C:6]([F:10])[C:3]=1[C:4]#[N:5], predict the reactants needed to synthesize it. The reactants are: N[C:2]1[CH:9]=[CH:8][CH:7]=[C:6]([F:10])[C:3]=1[C:4]#[N:5].N([O-])=O.[Na+].[BrH:15]. (5) Given the product [NH2:7][C:8]1[C:13]([CH:14]=[O:15])=[CH:12][CH:11]=[C:10]([Cl:16])[N:9]=1, predict the reactants needed to synthesize it. The reactants are: C(OC(=O)[NH:7][C:8]1[C:13]([CH:14]=[O:15])=[CH:12][CH:11]=[C:10]([Cl:16])[N:9]=1)(C)(C)C.Cl.O1CCOCC1. (6) Given the product [CH3:1][C@@H:2]1[CH2:6][CH2:5][CH2:4][N:3]1[CH2:7][CH2:8][C:9]1[CH:10]=[CH:11][C:12]([C:15]2[CH:20]=[CH:19][C:18]([C:21]3([C:26]([NH:30][C@@H:31]([CH3:36])[C:32]([O:34][CH3:35])=[O:33])=[O:28])[CH2:25][CH2:24][CH2:23][CH2:22]3)=[CH:17][CH:16]=2)=[CH:13][CH:14]=1, predict the reactants needed to synthesize it. The reactants are: [CH3:1][C@@H:2]1[CH2:6][CH2:5][CH2:4][N:3]1[CH2:7][CH2:8][C:9]1[CH:14]=[CH:13][C:12]([C:15]2[CH:20]=[CH:19][C:18]([C:21]3([C:26]([OH:28])=O)[CH2:25][CH2:24][CH2:23][CH2:22]3)=[CH:17][CH:16]=2)=[CH:11][CH:10]=1.Cl.[NH2:30][C@@H:31]([CH3:36])[C:32]([O:34][CH3:35])=[O:33].CN(C(ON1N=NC2C=CC=NC1=2)=[N+](C)C)C.F[P-](F)(F)(F)(F)F.Cl.